From a dataset of Reaction yield outcomes from USPTO patents with 853,638 reactions. Predict the reaction yield, written as a fraction of the theoretical maximum amount of product (1.0 means a 100% yield; for example, 0.34 means a 34% yield). (1) The reactants are [CH2:1]([O:8][C:9]([N:11]([CH2:17][CH2:18][C:19]1[CH:24]=[CH:23][C:22]([Cl:25])=[C:21]([Cl:26])[CH:20]=1)[CH2:12][CH2:13][C:14]([OH:16])=O)=[O:10])[C:2]1[CH:7]=[CH:6][CH:5]=[CH:4][CH:3]=1.C(N(C(C)C)CC)(C)C.[CH3:36][O:37][CH:38]([O:47][CH3:48])[CH2:39][NH:40][CH:41]1[CH2:46][CH2:45][CH2:44][CH2:43][CH2:42]1.C(N=C=NCCCN(C)C)C. The catalyst is CN(C=O)C. The product is [CH:41]1([N:40]([CH2:39][CH:38]([O:47][CH3:48])[O:37][CH3:36])[C:14](=[O:16])[CH2:13][CH2:12][N:11]([CH2:17][CH2:18][C:19]2[CH:24]=[CH:23][C:22]([Cl:25])=[C:21]([Cl:26])[CH:20]=2)[C:9](=[O:10])[O:8][CH2:1][C:2]2[CH:3]=[CH:4][CH:5]=[CH:6][CH:7]=2)[CH2:46][CH2:45][CH2:44][CH2:43][CH2:42]1. The yield is 0.609. (2) The reactants are [CH2:1]([N:8]1[CH2:13][CH2:12][CH:11]([N:14]([CH3:27])[C:15](=[O:26])[CH2:16][NH:17][C:18]2[C:23](Cl)=[CH:22][N:21]=[N:20][C:19]=2[Cl:25])[CH2:10][CH2:9]1)[C:2]1[CH:7]=[CH:6][CH:5]=[CH:4][CH:3]=1.[CH3:28][O-:29].[Na+]. The catalyst is CO. The product is [CH2:1]([N:8]1[CH2:13][CH2:12][CH:11]([N:14]([CH3:27])[C:15](=[O:26])[CH2:16][NH:17][C:18]2[C:23]([O:29][CH3:28])=[CH:22][N:21]=[N:20][C:19]=2[Cl:25])[CH2:10][CH2:9]1)[C:2]1[CH:7]=[CH:6][CH:5]=[CH:4][CH:3]=1. The yield is 0.300. (3) The reactants are [CH3:1][N:2]([CH3:20])[CH:3]1[CH2:8][CH2:7][N:6]([C:9]2[CH:14]=[CH:13][C:12]([N+:15]([O-])=O)=[C:11]([O:18][CH3:19])[CH:10]=2)[CH2:5][CH2:4]1.[BH4-].[Na+]. The catalyst is CO.O.O.O.O.O.O.[Ni](Cl)Cl. The product is [NH2:15][C:12]1[CH:13]=[CH:14][C:9]([N:6]2[CH2:7][CH2:8][CH:3]([N:2]([CH3:1])[CH3:20])[CH2:4][CH2:5]2)=[CH:10][C:11]=1[O:18][CH3:19]. The yield is 0.740.